Task: Predict the product of the given reaction.. Dataset: Forward reaction prediction with 1.9M reactions from USPTO patents (1976-2016) (1) Given the reactants C([O:5][P:6]([O:13][C:14]1[CH:19]=[CH:18][C:17]([CH2:20][C:21]([O:23][C@H:24]2[CH2:28][C@H:27]([NH:29][C:30]3[C:35]([C:36]([C:38]4[S:39][C:40]([CH3:54])=[C:41]([C@H:43]5[C:52]6[C:47](=[CH:48][CH:49]=[C:50]([Cl:53])[CH:51]=6)[CH2:46][CH2:45][O:44]5)[CH:42]=4)=[O:37])=[CH:34][N:33]=[CH:32][N:31]=3)[CH2:26][C@@H:25]2[CH2:55][OH:56])=[O:22])=[CH:16][CH:15]=1)([O:8]C(C)(C)C)=[O:7])(C)(C)C.CN(C=O)C.[S:62](Cl)(=[O:65])(=[O:64])[NH2:63].C(O)(C(F)(F)F)=O, predict the reaction product. The product is: [P:6]([O:13][C:14]1[CH:19]=[CH:18][C:17]([CH2:20][C:21]([O:23][C@H:24]2[CH2:28][C@H:27]([NH:29][C:30]3[C:35]([C:36]([C:38]4[S:39][C:40]([CH3:54])=[C:41]([C@H:43]5[C:52]6[C:47](=[CH:48][CH:49]=[C:50]([Cl:53])[CH:51]=6)[CH2:46][CH2:45][O:44]5)[CH:42]=4)=[O:37])=[CH:34][N:33]=[CH:32][N:31]=3)[CH2:26][C@@H:25]2[CH2:55][O:56][S:62](=[O:65])(=[O:64])[NH2:63])=[O:22])=[CH:16][CH:15]=1)([OH:8])([OH:5])=[O:7]. (2) Given the reactants [O:1]([CH2:8][CH:9]1[CH2:14][C:13](=[O:15])[CH:12]=[CH:11][O:10]1)[C:2]1[CH:7]=[CH:6][CH:5]=[CH:4][CH:3]=1, predict the reaction product. The product is: [O:1]([CH2:8][CH:9]1[CH2:14][C:13](=[O:15])[CH2:12][CH2:11][O:10]1)[C:2]1[CH:7]=[CH:6][CH:5]=[CH:4][CH:3]=1. (3) Given the reactants Cl[C:2]1[NH:3][C:4](=[O:14])[C:5]2[C:10]([CH:11]=1)=[C:9]([Cl:12])[CH:8]=[C:7]([Cl:13])[CH:6]=2.[CH3:15][N:16]([CH3:23])[CH:17]1[CH2:22][CH2:21][NH:20][CH2:19][CH2:18]1, predict the reaction product. The product is: [Cl:12][C:9]1[CH:8]=[C:7]([Cl:13])[CH:6]=[C:5]2[C:10]=1[CH:11]=[C:2]([N:20]1[CH2:21][CH2:22][CH:17]([N:16]([CH3:23])[CH3:15])[CH2:18][CH2:19]1)[NH:3][C:4]2=[O:14].